From a dataset of Reaction yield outcomes from USPTO patents with 853,638 reactions. Predict the reaction yield, written as a fraction of the theoretical maximum amount of product (1.0 means a 100% yield; for example, 0.34 means a 34% yield). (1) The reactants are [I:1]N1C(=O)CCC1=O.[F:9][CH:10]([F:19])[O:11][C:12]1[CH:17]=[CH:16][C:15]([OH:18])=[CH:14][CH:13]=1.S(=O)(=O)(O)O. The catalyst is C(O)(=O)C.C(O)(=O)CC(CC(O)=O)(C(O)=O)O.O. The product is [F:9][CH:10]([F:19])[O:11][C:12]1[CH:13]=[CH:14][C:15]([OH:18])=[C:16]([I:1])[CH:17]=1. The yield is 0.420. (2) The reactants are Cl[C:2]1[CH:7]=[C:6]([O:8][C:9]2[CH:14]=[CH:13][C:12]([NH2:15])=[C:11]([F:16])[C:10]=2[CH3:17])[CH:5]=[CH:4][N:3]=1.[CH3:18][N:19]1[CH:23]=[C:22](B2OC(C)(C)C(C)(C)O2)[CH:21]=[N:20]1.C([O-])([O-])=O.[Na+].[Na+]. The catalyst is C1C=CC([P]([Pd]([P](C2C=CC=CC=2)(C2C=CC=CC=2)C2C=CC=CC=2)([P](C2C=CC=CC=2)(C2C=CC=CC=2)C2C=CC=CC=2)[P](C2C=CC=CC=2)(C2C=CC=CC=2)C2C=CC=CC=2)(C2C=CC=CC=2)C2C=CC=CC=2)=CC=1. The product is [F:16][C:11]1[C:10]([CH3:17])=[C:9]([O:8][C:6]2[CH:5]=[CH:4][N:3]=[C:2]([C:22]3[CH:21]=[N:20][N:19]([CH3:18])[CH:23]=3)[CH:7]=2)[CH:14]=[CH:13][C:12]=1[NH2:15]. The yield is 0.750. (3) The reactants are [C:1]([Si:5]([CH3:32])([CH3:31])[O:6][CH2:7][CH2:8][N:9]1[CH2:14][CH2:13][N:12]([CH2:15][C:16]2[CH:21]=[CH:20][C:19]([NH2:22])=[C:18]([C:23]3[CH2:28][CH2:27][C:26]([CH3:30])([CH3:29])[CH2:25][CH:24]=3)[CH:17]=2)[CH2:11][CH2:10]1)([CH3:4])([CH3:3])[CH3:2].[K+].[C:34]([C:36]1[N:37]=[C:38]([C:49]([O-])=[O:50])[N:39]([CH2:41][O:42][CH2:43][CH2:44][Si:45]([CH3:48])([CH3:47])[CH3:46])[CH:40]=1)#[N:35].C1CN([P+](Br)(N2CCCC2)N2CCCC2)CC1.F[P-](F)(F)(F)(F)F.CCN(C(C)C)C(C)C. The catalyst is C(Cl)Cl. The product is [C:1]([Si:5]([CH3:32])([CH3:31])[O:6][CH2:7][CH2:8][N:9]1[CH2:14][CH2:13][N:12]([CH2:15][C:16]2[CH:21]=[CH:20][C:19]([NH:22][C:49]([C:38]3[N:39]([CH2:41][O:42][CH2:43][CH2:44][Si:45]([CH3:48])([CH3:47])[CH3:46])[CH:40]=[C:36]([C:34]#[N:35])[N:37]=3)=[O:50])=[C:18]([C:23]3[CH2:28][CH2:27][C:26]([CH3:30])([CH3:29])[CH2:25][CH:24]=3)[CH:17]=2)[CH2:11][CH2:10]1)([CH3:4])([CH3:3])[CH3:2]. The yield is 0.620. (4) The reactants are C(Cl)CCl.C1C=NC2N(O)N=NC=2C=1.[NH2:15][C:16]1[CH:17]=[N:18][CH:19]=[CH:20][C:21]=1[N:22]1[CH2:27][C@H:26]([CH3:28])[C@H:25]([N:29]=[N+]=[N-])[C@H:24]([NH:32][C:33](=[O:39])[O:34][C:35]([CH3:38])([CH3:37])[CH3:36])[CH2:23]1.[F:40][C:41]1[CH:46]=[CH:45][CH:44]=[C:43]([F:47])[C:42]=1[C:48]1[N:53]=[C:52]([C:54](O)=[O:55])[CH:51]=[CH:50][C:49]=1[F:57].[N-]=[N+]=[N-]. The catalyst is CN(C=O)C.O.CC(O)C.[Pd]. The product is [NH2:29][C@H:25]1[C@@H:26]([CH3:28])[CH2:27][N:22]([C:21]2[CH:20]=[CH:19][N:18]=[CH:17][C:16]=2[NH:15][C:54](=[O:55])[C:52]2[CH:51]=[CH:50][C:49]([F:57])=[C:48]([C:42]3[C:41]([F:40])=[CH:46][CH:45]=[CH:44][C:43]=3[F:47])[N:53]=2)[CH2:23][C@H:24]1[NH:32][C:33](=[O:39])[O:34][C:35]([CH3:38])([CH3:37])[CH3:36]. The yield is 0.580.